Dataset: Forward reaction prediction with 1.9M reactions from USPTO patents (1976-2016). Task: Predict the product of the given reaction. (1) Given the reactants [N:1]1([C:10]2[C:11]3[CH:18]=[CH:17][NH:16][C:12]=3[N:13]=[CH:14][N:15]=2)[C@H:9]2[C@H:4]([NH:5][CH2:6][CH2:7][CH2:8]2)[CH2:3][CH2:2]1.CCN(C(C)C)C(C)C.[CH:28]([S:31](Cl)(=[O:33])=[O:32])([CH3:30])[CH3:29], predict the reaction product. The product is: [CH3:29][CH:28]([S:31]([N:5]1[CH2:6][CH2:7][CH2:8][C@H:9]2[N:1]([C:10]3[C:11]4[CH:18]=[CH:17][NH:16][C:12]=4[N:13]=[CH:14][N:15]=3)[CH2:2][CH2:3][C@@H:4]12)(=[O:33])=[O:32])[CH3:30]. (2) Given the reactants [CH3:1][O:2][C:3](=[O:15])[C:4](=[O:14])[CH:5]([Cl:13])[C:6]1[CH:11]=[CH:10][C:9](F)=[CH:8][CH:7]=1.[Cl:16]C1C=CC(C=O)=CC=1.FC1C=CC(C=O)=CC=1, predict the reaction product. The product is: [CH3:1][O:2][C:3](=[O:15])[C:4](=[O:14])[CH:5]([Cl:13])[C:6]1[CH:11]=[CH:10][C:9]([Cl:16])=[CH:8][CH:7]=1. (3) Given the reactants N1C=CC=CC=1.[CH3:7][S:8](Cl)(=[O:10])=[O:9].[Cl:12][C:13]1[CH:14]=[C:15]([C:19]#[C:20][C:21]2[CH:22]=[CH:23][C:24]([F:28])=[C:25]([NH2:27])[CH:26]=2)[CH:16]=[N:17][CH:18]=1, predict the reaction product. The product is: [Cl:12][C:13]1[CH:14]=[C:15]([C:19]#[C:20][C:21]2[CH:22]=[CH:23][C:24]([F:28])=[C:25]([NH:27][S:8]([CH3:7])(=[O:10])=[O:9])[CH:26]=2)[CH:16]=[N:17][CH:18]=1.